Dataset: Catalyst prediction with 721,799 reactions and 888 catalyst types from USPTO. Task: Predict which catalyst facilitates the given reaction. (1) Reactant: [NH2:1][C:2]1[CH:20]=[CH:19][C:5]([C:6]([NH:8][NH:9][C:10](=[O:18])[C:11]2[CH:16]=[CH:15][C:14]([Cl:17])=[CH:13][CH:12]=2)=O)=[CH:4][C:3]=1[N+:21]([O-:23])=[O:22].C1COCC1.CC[N+](S(N=C(OC)[O-])(=O)=O)(CC)CC. Product: [Cl:17][C:14]1[CH:15]=[CH:16][C:11]([C:10]2[O:18][C:6]([C:5]3[CH:19]=[CH:20][C:2]([NH2:1])=[C:3]([N+:21]([O-:23])=[O:22])[CH:4]=3)=[N:8][N:9]=2)=[CH:12][CH:13]=1. The catalyst class is: 5. (2) Reactant: [Br:1][C:2]1[CH:7]=[CH:6][C:5]([NH:8][C:9]([C:11]2[C:12](=[O:27])[N:13]([CH:17]3[C:25]4[C:20](=[C:21]([OH:26])[CH:22]=[CH:23][CH:24]=4)[CH2:19][CH2:18]3)[CH:14]=[CH:15][CH:16]=2)=[O:10])=[CH:4][CH:3]=1.C([O-])([O-])=O.[K+].[K+].Cl[CH2:35][CH2:36][OH:37]. The catalyst class is: 3. Product: [Br:1][C:2]1[CH:7]=[CH:6][C:5]([NH:8][C:9]([C:11]2[C:12](=[O:27])[N:13]([CH:17]3[C:25]4[C:20](=[C:21]([O:26][CH2:35][CH2:36][OH:37])[CH:22]=[CH:23][CH:24]=4)[CH2:19][CH2:18]3)[CH:14]=[CH:15][CH:16]=2)=[O:10])=[CH:4][CH:3]=1. (3) Reactant: [C:1]([C:3]1[CH:4]=[C:5]([CH:7]=[CH:8][CH:9]=1)N)#[N:2].[ClH:10].N([O-])=O.[Na+].[S:15](=[O:17])=[O:16]. Product: [C:1]([C:3]1[CH:4]=[C:5]([S:15]([Cl:10])(=[O:17])=[O:16])[CH:7]=[CH:8][CH:9]=1)#[N:2]. The catalyst class is: 6. (4) Reactant: Cl.[NH2:2][C@H:3]1[CH2:7][CH2:6][N:5]([CH2:8][C:9]2[CH:10]=[C:11]3[C:16](=[CH:17][CH:18]=2)[N:15]=[C:14]([Cl:19])[CH:13]=[CH:12]3)[C:4]1=[O:20].[CH3:21][O:22][C:23]1[CH:32]=[C:31]2[C:26]([CH:27]=[CH:28][C:29]([S:33](Cl)(=[O:35])=[O:34])=[CH:30]2)=[CH:25][CH:24]=1. Product: [Cl:19][C:14]1[CH:13]=[CH:12][C:11]2[C:16](=[CH:17][CH:18]=[C:9]([CH2:8][N:5]3[CH2:6][CH2:7][C@H:3]([NH:2][S:33]([C:29]4[CH:28]=[CH:27][C:26]5[C:31](=[CH:32][C:23]([O:22][CH3:21])=[CH:24][CH:25]=5)[CH:30]=4)(=[O:35])=[O:34])[C:4]3=[O:20])[CH:10]=2)[N:15]=1. The catalyst class is: 2.